This data is from NCI-60 drug combinations with 297,098 pairs across 59 cell lines. The task is: Regression. Given two drug SMILES strings and cell line genomic features, predict the synergy score measuring deviation from expected non-interaction effect. (1) Drug 1: C1CN(P(=O)(OC1)NCCCl)CCCl. Drug 2: CC12CCC3C(C1CCC2OP(=O)(O)O)CCC4=C3C=CC(=C4)OC(=O)N(CCCl)CCCl.[Na+]. Cell line: BT-549. Synergy scores: CSS=0.875, Synergy_ZIP=-0.255, Synergy_Bliss=4.14, Synergy_Loewe=-8.42, Synergy_HSA=-2.05. (2) Drug 1: CCCS(=O)(=O)NC1=C(C(=C(C=C1)F)C(=O)C2=CNC3=C2C=C(C=N3)C4=CC=C(C=C4)Cl)F. Drug 2: CC1C(C(CC(O1)OC2CC(OC(C2O)C)OC3=CC4=CC5=C(C(=O)C(C(C5)C(C(=O)C(C(C)O)O)OC)OC6CC(C(C(O6)C)O)OC7CC(C(C(O7)C)O)OC8CC(C(C(O8)C)O)(C)O)C(=C4C(=C3C)O)O)O)O. Cell line: UACC-257. Synergy scores: CSS=39.6, Synergy_ZIP=5.53, Synergy_Bliss=8.71, Synergy_Loewe=9.23, Synergy_HSA=9.37. (3) Drug 1: CC1=CC2C(CCC3(C2CCC3(C(=O)C)OC(=O)C)C)C4(C1=CC(=O)CC4)C. Drug 2: CN(C(=O)NC(C=O)C(C(C(CO)O)O)O)N=O. Cell line: UACC62. Synergy scores: CSS=4.53, Synergy_ZIP=-2.13, Synergy_Bliss=-3.78, Synergy_Loewe=-4.87, Synergy_HSA=-3.92. (4) Drug 1: CC1=C(C=C(C=C1)C(=O)NC2=CC(=CC(=C2)C(F)(F)F)N3C=C(N=C3)C)NC4=NC=CC(=N4)C5=CN=CC=C5. Drug 2: CC1=C2C(C(=O)C3(C(CC4C(C3C(C(C2(C)C)(CC1OC(=O)C(C(C5=CC=CC=C5)NC(=O)C6=CC=CC=C6)O)O)OC(=O)C7=CC=CC=C7)(CO4)OC(=O)C)O)C)OC(=O)C. Cell line: SNB-19. Synergy scores: CSS=-3.38, Synergy_ZIP=12.0, Synergy_Bliss=9.17, Synergy_Loewe=-30.5, Synergy_HSA=-7.58. (5) Drug 1: CC1=C(C=C(C=C1)NC(=O)C2=CC=C(C=C2)CN3CCN(CC3)C)NC4=NC=CC(=N4)C5=CN=CC=C5. Drug 2: CN(C(=O)NC(C=O)C(C(C(CO)O)O)O)N=O. Cell line: MDA-MB-231. Synergy scores: CSS=5.52, Synergy_ZIP=-1.72, Synergy_Bliss=-0.349, Synergy_Loewe=0.950, Synergy_HSA=0.523. (6) Drug 1: C1CC(=O)NC(=O)C1N2CC3=C(C2=O)C=CC=C3N. Drug 2: CNC(=O)C1=NC=CC(=C1)OC2=CC=C(C=C2)NC(=O)NC3=CC(=C(C=C3)Cl)C(F)(F)F. Cell line: SK-OV-3. Synergy scores: CSS=13.2, Synergy_ZIP=-9.23, Synergy_Bliss=-3.72, Synergy_Loewe=-2.99, Synergy_HSA=-2.94. (7) Drug 1: C1CC2CC3=C(CC1C24CN(S(=O)(=O)N4)CC(F)(F)F)C=CC(=C3)C=CCN5CCC(CC5)C(F)(F)F. Drug 2: CC1=C2C(C(=O)C3(C(CC4C(C3C(C(C2(C)C)(CC1OC(=O)C(C(C5=CC=CC=C5)NC(=O)C6=CC=CC=C6)O)O)OC(=O)C7=CC=CC=C7)(CO4)OC(=O)C)O)C)OC(=O)C. Cell line: UACC62. Synergy scores: CSS=50.8, Synergy_ZIP=-0.750, Synergy_Bliss=-0.0223, Synergy_Loewe=-5.80, Synergy_HSA=6.51. (8) Drug 1: CC1=CC2C(CCC3(C2CCC3(C(=O)C)OC(=O)C)C)C4(C1=CC(=O)CC4)C. Drug 2: CCC1(CC2CC(C3=C(CCN(C2)C1)C4=CC=CC=C4N3)(C5=C(C=C6C(=C5)C78CCN9C7C(C=CC9)(C(C(C8N6C=O)(C(=O)OC)O)OC(=O)C)CC)OC)C(=O)OC)O.OS(=O)(=O)O. Cell line: BT-549. Synergy scores: CSS=53.5, Synergy_ZIP=13.7, Synergy_Bliss=12.6, Synergy_Loewe=-32.4, Synergy_HSA=12.0. (9) Drug 1: C1CN1P(=S)(N2CC2)N3CC3. Drug 2: C1=NC(=NC(=O)N1C2C(C(C(O2)CO)O)O)N. Cell line: MALME-3M. Synergy scores: CSS=6.17, Synergy_ZIP=-3.10, Synergy_Bliss=-0.807, Synergy_Loewe=-4.84, Synergy_HSA=-3.16.